From a dataset of Forward reaction prediction with 1.9M reactions from USPTO patents (1976-2016). Predict the product of the given reaction. Given the reactants FC(F)(F)S(O[C:7]1[C:8]([CH3:46])([CH3:45])[C@H:9]2[C@:22]([CH3:25])([CH2:23][CH:24]=1)[C@@H:21]1[C@:12]([CH3:44])([C@@:13]3([CH3:43])[C@H:18]([CH2:19][CH2:20]1)[C@H:17]1[C@H:26]([C:29]([CH3:31])=[CH2:30])[CH2:27][CH2:28][C@:16]1([NH:32][CH2:33][CH2:34][N:35]1[CH2:40][CH2:39][S:38](=[O:42])(=[O:41])[CH2:37][CH2:36]1)[CH2:15][CH2:14]3)[CH2:11][CH2:10]2)(=O)=O.[C:49]([O:53][C:54]([NH:56][C:57]1([C:62]([O:64][CH2:65][CH3:66])=[O:63])[CH2:59][CH:58]1[CH:60]=[CH2:61])=[O:55])([CH3:52])([CH3:51])[CH3:50].C1(N(C)C2CCCCC2)CCCCC1, predict the reaction product. The product is: [C:49]([O:53][C:54]([NH:56][C:57]1([C:62]([O:64][CH2:65][CH3:66])=[O:63])[CH2:59][CH:58]1/[CH:60]=[CH:61]/[C:7]1[C:8]([CH3:46])([CH3:45])[C@H:9]2[C@:22]([CH3:25])([CH2:23][CH:24]=1)[C@@H:21]1[C@:12]([CH3:44])([C@@:13]3([CH3:43])[C@H:18]([CH2:19][CH2:20]1)[C@H:17]1[C@H:26]([C:29]([CH3:31])=[CH2:30])[CH2:27][CH2:28][C@:16]1([NH:32][CH2:33][CH2:34][N:35]1[CH2:36][CH2:37][S:38](=[O:42])(=[O:41])[CH2:39][CH2:40]1)[CH2:15][CH2:14]3)[CH2:11][CH2:10]2)=[O:55])([CH3:52])([CH3:50])[CH3:51].